This data is from Reaction yield outcomes from USPTO patents with 853,638 reactions. The task is: Predict the reaction yield, written as a fraction of the theoretical maximum amount of product (1.0 means a 100% yield; for example, 0.34 means a 34% yield). (1) The reactants are [C:1]([N:4]1[CH2:9][CH2:8][N:7]([C:10]2[CH:19]=[CH:18][C:13]([C:14]([O:16]C)=O)=[CH:12][CH:11]=2)[CH2:6][CH2:5]1)(=[O:3])[CH3:2].[NH2:20][C:21]1[N:25](C(OC(C)(C)C)=O)[N:24]=[C:23]([CH2:33][CH2:34][C:35]2[CH:40]=[C:39]([O:41][CH3:42])[CH:38]=[C:37]([O:43][CH3:44])[CH:36]=2)[CH:22]=1.C[Si]([N-][Si](C)(C)C)(C)C.[Na+]. The catalyst is C1COCC1. The product is [C:1]([N:4]1[CH2:5][CH2:6][N:7]([C:10]2[CH:11]=[CH:12][C:13]([C:14]([NH:20][C:21]3[CH:22]=[C:23]([CH2:33][CH2:34][C:35]4[CH:40]=[C:39]([O:41][CH3:42])[CH:38]=[C:37]([O:43][CH3:44])[CH:36]=4)[NH:24][N:25]=3)=[O:16])=[CH:18][CH:19]=2)[CH2:8][CH2:9]1)(=[O:3])[CH3:2]. The yield is 0.0100. (2) The reactants are [NH2:1][C:2]1[CH:11]=[CH:10][C:5]([C:6]([O:8][CH3:9])=[O:7])=[CH:4][CH:3]=1.C([O-])([O-])=O.[Ca+2].[C:17](Cl)(Cl)=[S:18]. The catalyst is O.ClCCl. The product is [CH3:9][O:8][C:6]([C:5]1[CH:4]=[CH:3][C:2]([N:1]=[C:17]=[S:18])=[CH:11][CH:10]=1)=[O:7]. The yield is 0.800. (3) The catalyst is C(OCC)(=O)C.C1COCC1. The reactants are [Cl:1][C:2]1[N:3]=[C:4]([C:9]([NH:11][C@H:12]2[CH2:17][CH2:16][N:15]([C:18]3[S:19][C:20]([C:24]([NH:26][CH2:27][CH2:28][C:29]#[N:30])=O)=[C:21]([CH3:23])[N:22]=3)[CH2:14][C@H:13]2[O:31][CH3:32])=[O:10])[NH:5][C:6]=1[CH2:7][CH3:8].C1(P(C2C=CC=CC=2)C2C=CC=CC=2)C=CC=CC=1.N(C(OC(C)C)=O)=NC(OC(C)C)=O.C[Si]([N:70]=[N+:71]=[N-:72])(C)C. The product is [Cl:1][C:2]1[N:3]=[C:4]([C:9]([NH:11][C@H:12]2[CH2:17][CH2:16][N:15]([C:18]3[S:19][C:20]([C:24]4[N:26]([CH2:27][CH2:28][C:29]#[N:30])[N:72]=[N:71][N:70]=4)=[C:21]([CH3:23])[N:22]=3)[CH2:14][C@H:13]2[O:31][CH3:32])=[O:10])[NH:5][C:6]=1[CH2:7][CH3:8]. The yield is 0.410.